Dataset: Peptide-MHC class II binding affinity with 134,281 pairs from IEDB. Task: Regression. Given a peptide amino acid sequence and an MHC pseudo amino acid sequence, predict their binding affinity value. This is MHC class II binding data. (1) The peptide sequence is SGITLKQATTAPCAV. The MHC is DRB3_0101 with pseudo-sequence DRB3_0101. The binding affinity (normalized) is 0.120. (2) The peptide sequence is SGFLGPLLVLQAGFFLLTR. The MHC is HLA-DQA10101-DQB10501 with pseudo-sequence HLA-DQA10101-DQB10501. The binding affinity (normalized) is 0.433. (3) The peptide sequence is AAVGATPEAKFDSFV. The MHC is DRB1_0101 with pseudo-sequence DRB1_0101. The binding affinity (normalized) is 0.406. (4) The binding affinity (normalized) is 0.354. The MHC is DRB1_0301 with pseudo-sequence DRB1_0301. The peptide sequence is IDIWTYNAELLVLLENERTDFHDS. (5) The MHC is HLA-DQA10201-DQB10202 with pseudo-sequence HLA-DQA10201-DQB10202. The binding affinity (normalized) is 0.418. The peptide sequence is ATVATAPEVKYTVFE. (6) The peptide sequence is TGGNSPVQEFTVPRT. The MHC is DRB1_0802 with pseudo-sequence DRB1_0802. The binding affinity (normalized) is 0.173.